From a dataset of Full USPTO retrosynthesis dataset with 1.9M reactions from patents (1976-2016). Predict the reactants needed to synthesize the given product. (1) The reactants are: CO[C:3](=[O:30])/[CH:4]=[CH:5]/[C:6]1[C:7]([NH:21][C:22]2[C:27]([F:28])=[CH:26][CH:25]=[CH:24][C:23]=2[F:29])=[N:8][C:9](SC)=[N:10][C:11]=1[C:12]1[CH:17]=[CH:16][CH:15]=[CH:14][C:13]=1[F:18].[CH3:31][O-:32].[Na+]. Given the product [F:28][C:27]1[CH:26]=[CH:25][CH:24]=[C:23]([F:29])[C:22]=1[N:21]1[C:7]2[N:8]=[C:9]([O:32][CH3:31])[N:10]=[C:11]([C:12]3[CH:17]=[CH:16][CH:15]=[CH:14][C:13]=3[F:18])[C:6]=2[CH:5]=[CH:4][C:3]1=[O:30], predict the reactants needed to synthesize it. (2) Given the product [C:12]([NH:15][CH2:16][C:18]([OH:20])=[O:19])(=[O:14])[CH2:11][CH2:10][CH2:9][CH2:8][CH2:7][CH2:6][CH2:5]/[CH:4]=[CH:3]\[CH2:2]/[CH:1]=[CH:21]\[CH2:22][CH2:23][CH2:24][CH2:25][CH3:26], predict the reactants needed to synthesize it. The reactants are: [CH3:1][CH2:2][CH2:3][CH2:4][CH2:5][CH2:6][CH2:7][CH2:8][CH2:9]/[CH:10]=[CH:11]/[C:12]([OH:14])=O.[NH2:15][C@H:16]([C:18]([OH:20])=[O:19])C.[CH3:21][CH2:22][CH2:23][CH2:24][CH2:25][CH2:26]CCC/C=C/C(O)=O.NCC(O)=O.CCCCCCCCCCCCCCCC(O)=O.N[C@H](C(O)=O)C.CCCCCCCCCCCCCCCCCCCCCC(O)=O.NCC(O)=O.CCCCC/C=C\C/C=C\CCCCCCCC(O)=O.N[C@H](C(O)=O)CC(C)C.CCCCCCCC/C=C\CCCCCCCC(O)=O.N[C@H](C(O)=O)[C@H](CC)C.CCCCCCCC(O)=O.N[C@H](C(O)=O)CCC(=O)O.CCCCCCCCCCCC(O)=O.N[C@H](C(O)=O)CC(=O)O.CCCCCCCC/C=C\CCCCCCCC(O)=O.CCCCC/C=C\C/C=C\C/C=C\C/C=C\CCCC(O)=O.